This data is from Forward reaction prediction with 1.9M reactions from USPTO patents (1976-2016). The task is: Predict the product of the given reaction. (1) Given the reactants CON(C)[C:4]([C:6]1[N:7]=[N:8][CH:9]=[CH:10][CH:11]=1)=[O:5].[Li+].[CH3:14][Si]([N-][Si](C)(C)C)(C)C, predict the reaction product. The product is: [N:8]1[CH:9]=[CH:10][CH:11]=[C:6]([CH:4]([OH:5])[CH3:14])[N:7]=1. (2) Given the reactants [CH2:1]([O:8][C:9]1[CH:14]=[CH:13][C:12]([N:15]2[C:19]([CH3:20])=[CH:18][CH:17]=[C:16]2[C:21]2[CH:26]=[CH:25][C:24]([OH:27])=[CH:23][CH:22]=2)=[CH:11][CH:10]=1)[CH2:2][CH2:3][CH2:4][CH2:5][CH2:6][CH3:7].O[C@@H:29]([CH2:35][C:36]1[CH:41]=[CH:40][CH:39]=[CH:38][CH:37]=1)[C:30]([O:32][CH2:33][CH3:34])=[O:31].C1(P(C2C=CC=CC=2)C2C=CC=CC=2)C=CC=CC=1.N(C(N1CCCCC1)=O)=NC(N1CCCCC1)=O, predict the reaction product. The product is: [CH2:1]([O:8][C:9]1[CH:14]=[CH:13][C:12]([N:15]2[C:19]([CH3:20])=[CH:18][CH:17]=[C:16]2[C:21]2[CH:22]=[CH:23][C:24]([O:27][C@H:29]([CH2:35][C:36]3[CH:37]=[CH:38][CH:39]=[CH:40][CH:41]=3)[C:30]([O:32][CH2:33][CH3:34])=[O:31])=[CH:25][CH:26]=2)=[CH:11][CH:10]=1)[CH2:2][CH2:3][CH2:4][CH2:5][CH2:6][CH3:7]. (3) Given the reactants C(OC(=O)[NH:7][CH:8]1[CH2:17][CH2:16][C:15]2[C:10](=[CH:11][C:12]([C:18]#[N:19])=[CH:13][CH:14]=2)[CH:9]1[CH2:20][C:21]1[CH:26]=[CH:25][C:24]([Cl:27])=[CH:23][CH:22]=1)(C)(C)C.Cl, predict the reaction product. The product is: [ClH:27].[NH2:7][CH:8]1[CH:9]([CH2:20][C:21]2[CH:22]=[CH:23][C:24]([Cl:27])=[CH:25][CH:26]=2)[C:10]2[CH:11]=[C:12]([C:18]#[N:19])[CH:13]=[CH:14][C:15]=2[CH2:16][CH2:17]1. (4) Given the reactants O[C:2]1[C:11]2[C:6](=[N:7][CH:8]=[CH:9][CH:10]=2)[N:5]([C:12]2[CH:17]=[CH:16][CH:15]=[CH:14][CH:13]=2)[C:4](=[O:18])[C:3]=1[C:19](=O)[CH2:20][CH2:21][C:22]1[CH:27]=[CH:26][CH:25]=[C:24]([N+:28]([O-:30])=[O:29])[CH:23]=1.O.[NH2:33][NH2:34].O, predict the reaction product. The product is: [N+:28]([C:24]1[CH:23]=[C:22]([CH2:21][CH2:20][C:19]2[C:3]3[C:4](=[O:18])[N:5]([C:12]4[CH:17]=[CH:16][CH:15]=[CH:14][CH:13]=4)[C:6]4[N:7]=[CH:8][CH:9]=[CH:10][C:11]=4[C:2]=3[NH:34][N:33]=2)[CH:27]=[CH:26][CH:25]=1)([O-:30])=[O:29].